From a dataset of Peptide-MHC class I binding affinity with 185,985 pairs from IEDB/IMGT. Regression. Given a peptide amino acid sequence and an MHC pseudo amino acid sequence, predict their binding affinity value. This is MHC class I binding data. (1) The peptide sequence is FLSNCEKQF. The MHC is HLA-B15:03 with pseudo-sequence HLA-B15:03. The binding affinity (normalized) is 0.718. (2) The peptide sequence is RMYSPTSI. The MHC is HLA-A02:06 with pseudo-sequence HLA-A02:06. The binding affinity (normalized) is 0.00727.